This data is from Catalyst prediction with 721,799 reactions and 888 catalyst types from USPTO. The task is: Predict which catalyst facilitates the given reaction. (1) Reactant: Cl[CH2:2][C:3]1[CH:22]=[CH:21][C:6]([O:7][CH2:8][C:9]2[N:10]=[C:11]([C:15]3[CH:20]=[CH:19][CH:18]=[CH:17][CH:16]=3)[O:12][C:13]=2[CH3:14])=[CH:5][CH:4]=1.[CH2:23]([N:30]1[CH:34]=[C:33]([C:35]([O:37][CH2:38][CH3:39])=[O:36])[C:32]([OH:40])=[N:31]1)[C:24]1[CH:29]=[CH:28][CH:27]=[CH:26][CH:25]=1.C(=O)([O-])[O-].[K+].[K+].CN(C)C=O. Product: [CH2:23]([N:30]1[CH:34]=[C:33]([C:35]([O:37][CH2:38][CH3:39])=[O:36])[C:32]([O:40][CH2:2][C:3]2[CH:22]=[CH:21][C:6]([O:7][CH2:8][C:9]3[N:10]=[C:11]([C:15]4[CH:20]=[CH:19][CH:18]=[CH:17][CH:16]=4)[O:12][C:13]=3[CH3:14])=[CH:5][CH:4]=2)=[N:31]1)[C:24]1[CH:25]=[CH:26][CH:27]=[CH:28][CH:29]=1. The catalyst class is: 6. (2) Reactant: [NH2:1][C:2]1[CH:3]=[C:4]([NH:16][S:17]([C:20]2[CH:25]=[CH:24][CH:23]=[CH:22][CH:21]=2)(=[O:19])=[O:18])[CH:5]=[CH:6][C:7]=1[NH:8][CH2:9][CH:10]1[CH2:15][CH2:14][CH2:13][CH2:12][CH2:11]1.[CH2:26]([CH:28]([CH2:32][CH3:33])[C:29](Cl)=O)[CH3:27]. Product: [CH:10]1([CH2:9][N:8]2[C:7]3[CH:6]=[CH:5][C:4]([NH:16][S:17]([C:20]4[CH:21]=[CH:22][CH:23]=[CH:24][CH:25]=4)(=[O:19])=[O:18])=[CH:3][C:2]=3[N:1]=[C:29]2[CH:28]([CH2:32][CH3:33])[CH2:26][CH3:27])[CH2:11][CH2:12][CH2:13][CH2:14][CH2:15]1. The catalyst class is: 79.